This data is from Full USPTO retrosynthesis dataset with 1.9M reactions from patents (1976-2016). The task is: Predict the reactants needed to synthesize the given product. (1) The reactants are: [NH2:1][C:2]([C:9]([F:12])([F:11])[F:10])=[CH:3][C:4]([O:6]CC)=O.[C:13](=O)([O-])[O-].[K+].[K+].[Cl:19][C:20]1[CH:25]=[CH:24][C:23]([NH:26][C:27](=O)[O:28]CC)=[C:22]([F:32])[CH:21]=1.CI. Given the product [CH3:13][N:1]1[C:2]([C:9]([F:10])([F:11])[F:12])=[CH:3][C:4](=[O:6])[N:26]([C:23]2[CH:24]=[CH:25][C:20]([Cl:19])=[CH:21][C:22]=2[F:32])[C:27]1=[O:28], predict the reactants needed to synthesize it. (2) Given the product [NH2:21][C:19]1[CH:18]=[C:10]([CH:9]=[C:8]([C:6]2[CH:5]=[CH:4][N:3]=[C:2]([CH3:1])[CH:7]=2)[CH:20]=1)[C:11]([O:13][C:14]([CH3:17])([CH3:16])[CH3:15])=[O:12], predict the reactants needed to synthesize it. The reactants are: [CH3:1][C:2]1[CH:7]=[C:6]([C:8]2[CH:9]=[C:10]([CH:18]=[C:19]([N+:21]([O-])=O)[CH:20]=2)[C:11]([O:13][C:14]([CH3:17])([CH3:16])[CH3:15])=[O:12])[CH:5]=[CH:4][N:3]=1.[H][H]. (3) Given the product [Br:1][C:2]1[C:7]([O:8][CH2:17][C:18]2[CH:23]=[C:22]([CH3:24])[CH:21]=[CH:20][N:19]=2)=[CH:6][CH:5]=[CH:4][N:3]=1, predict the reactants needed to synthesize it. The reactants are: [Br:1][C:2]1[C:7]([OH:8])=[CH:6][CH:5]=[CH:4][N:3]=1.C(=O)([O-])[O-].[K+].[K+].Cl.Cl[CH2:17][C:18]1[CH:23]=[C:22]([CH3:24])[CH:21]=[CH:20][N:19]=1. (4) Given the product [CH:4]1([N:8]2[CH2:9][CH2:10][N:11]([C:14]3[N:15]=[CH:16][C:17]4[CH2:23][N:22]([C:30]5[CH:31]=[CH:32][C:27]([C:25](=[O:26])[CH3:24])=[CH:28][CH:29]=5)[CH2:21][CH2:20][C:18]=4[N:19]=3)[CH2:12][CH2:13]2)[CH2:5][CH2:6][CH2:7]1, predict the reactants needed to synthesize it. The reactants are: Cl.Cl.Cl.[CH:4]1([N:8]2[CH2:13][CH2:12][N:11]([C:14]3[N:15]=[CH:16][C:17]4[CH2:23][NH:22][CH2:21][CH2:20][C:18]=4[N:19]=3)[CH2:10][CH2:9]2)[CH2:7][CH2:6][CH2:5]1.[CH3:24][C:25]([C:27]1[CH:32]=[CH:31][C:30](Br)=[CH:29][CH:28]=1)=[O:26].C1C=CC(P(C2C(C3C(P(C4C=CC=CC=4)C4C=CC=CC=4)=CC=C4C=3C=CC=C4)=C3C(C=CC=C3)=CC=2)C2C=CC=CC=2)=CC=1.C(=O)([O-])[O-].[Cs+].[Cs+]. (5) The reactants are: [CH2:1]1[C:9]2[C:4](=[CH:5][CH:6]=[CH:7][CH:8]=2)[C:3]([C:10]#[N:11])=[CH:2]1. Given the product [CH:3]1([C:10]#[N:11])[C:4]2[C:9](=[CH:8][CH:7]=[CH:6][CH:5]=2)[CH2:1][CH2:2]1, predict the reactants needed to synthesize it. (6) Given the product [CH3:28][O:29][CH2:30][CH2:31][O:20][C:18]1[C:17]([O:21][CH2:42][CH2:43][O:36][CH3:33])=[CH:16][C:15]2[N:11]([C:9]3[S:10][C:6]([C:4]([OH:3])=[O:5])=[C:7]([C:22]4[CH:27]=[CH:26][CH:25]=[CH:24][CH:23]=4)[N:8]=3)[CH:12]=[N:13][C:14]=2[CH:19]=1, predict the reactants needed to synthesize it. The reactants are: C([O:3][C:4]([C:6]1[S:10][C:9]([N:11]2[C:15]3[CH:16]=[C:17]([OH:21])[C:18]([OH:20])=[CH:19][C:14]=3[N:13]=[CH:12]2)=[N:8][C:7]=1[C:22]1[CH:27]=[CH:26][CH:25]=[CH:24][CH:23]=1)=[O:5])C.[CH3:28][O:29][CH2:30][CH2:31]Br.[C:33](=[O:36])([O-])[O-].[K+].[K+].O.CN1CC[CH2:43][C:42]1=O. (7) Given the product [Cl:13][C:14]1[CH:15]=[C:16]([NH:17][C:2]2[N:7]=[C:6]([NH:8][CH3:9])[C:5]([N+:10]([O-:12])=[O:11])=[CH:4][N:3]=2)[CH:18]=[CH:19][C:20]=1[Cl:21], predict the reactants needed to synthesize it. The reactants are: Cl[C:2]1[N:7]=[C:6]([NH:8][CH3:9])[C:5]([N+:10]([O-:12])=[O:11])=[CH:4][N:3]=1.[Cl:13][C:14]1[CH:15]=[C:16]([CH:18]=[CH:19][C:20]=1[Cl:21])[NH2:17].